From a dataset of Merck oncology drug combination screen with 23,052 pairs across 39 cell lines. Regression. Given two drug SMILES strings and cell line genomic features, predict the synergy score measuring deviation from expected non-interaction effect. (1) Drug 1: O=C(O)C1(Cc2cccc(Nc3nccs3)n2)CCC(Oc2cccc(Cl)c2F)CC1. Drug 2: CC(C)CC(NC(=O)C(Cc1ccccc1)NC(=O)c1cnccn1)B(O)O. Cell line: A2058. Synergy scores: synergy=-4.63. (2) Drug 1: NC1CCCCC1N.O=C(O)C(=O)O.[Pt+2]. Drug 2: Cn1cc(-c2cnn3c(N)c(Br)c(C4CCCNC4)nc23)cn1. Cell line: NCIH520. Synergy scores: synergy=1.75. (3) Synergy scores: synergy=32.5. Drug 2: O=C(NOCC(O)CO)c1ccc(F)c(F)c1Nc1ccc(I)cc1F. Drug 1: N#Cc1ccc(Cn2cncc2CN2CCN(c3cccc(Cl)c3)C(=O)C2)cc1. Cell line: A2780. (4) Drug 1: COC1=C2CC(C)CC(OC)C(O)C(C)C=C(C)C(OC(N)=O)C(OC)C=CC=C(C)C(=O)NC(=CC1=O)C2=O. Drug 2: CCC1(O)C(=O)OCc2c1cc1n(c2=O)Cc2cc3c(CN(C)C)c(O)ccc3nc2-1. Cell line: SKMEL30. Synergy scores: synergy=48.4.